Dataset: NCI-60 drug combinations with 297,098 pairs across 59 cell lines. Task: Regression. Given two drug SMILES strings and cell line genomic features, predict the synergy score measuring deviation from expected non-interaction effect. (1) Drug 1: C1=CC(=CC=C1CC(C(=O)O)N)N(CCCl)CCCl.Cl. Drug 2: CC1=C(C=C(C=C1)C(=O)NC2=CC(=CC(=C2)C(F)(F)F)N3C=C(N=C3)C)NC4=NC=CC(=N4)C5=CN=CC=C5. Cell line: KM12. Synergy scores: CSS=23.1, Synergy_ZIP=-3.32, Synergy_Bliss=-5.66, Synergy_Loewe=-3.77, Synergy_HSA=-1.06. (2) Drug 1: CS(=O)(=O)C1=CC(=C(C=C1)C(=O)NC2=CC(=C(C=C2)Cl)C3=CC=CC=N3)Cl. Drug 2: CC1C(C(CC(O1)OC2CC(CC3=C2C(=C4C(=C3O)C(=O)C5=C(C4=O)C(=CC=C5)OC)O)(C(=O)C)O)N)O.Cl. Cell line: HCT-15. Synergy scores: CSS=23.2, Synergy_ZIP=3.05, Synergy_Bliss=12.3, Synergy_Loewe=2.08, Synergy_HSA=11.9. (3) Drug 1: CCC1(CC2CC(C3=C(CCN(C2)C1)C4=CC=CC=C4N3)(C5=C(C=C6C(=C5)C78CCN9C7C(C=CC9)(C(C(C8N6C=O)(C(=O)OC)O)OC(=O)C)CC)OC)C(=O)OC)O.OS(=O)(=O)O. Drug 2: C1=NC2=C(N=C(N=C2N1C3C(C(C(O3)CO)O)F)Cl)N. Cell line: NCI-H322M. Synergy scores: CSS=0.591, Synergy_ZIP=0.0300, Synergy_Bliss=-1.92, Synergy_Loewe=-2.11, Synergy_HSA=-3.52. (4) Drug 1: C1=NC2=C(N=C(N=C2N1C3C(C(C(O3)CO)O)F)Cl)N. Drug 2: B(C(CC(C)C)NC(=O)C(CC1=CC=CC=C1)NC(=O)C2=NC=CN=C2)(O)O. Cell line: NCI-H460. Synergy scores: CSS=69.7, Synergy_ZIP=6.89, Synergy_Bliss=6.69, Synergy_Loewe=-2.09, Synergy_HSA=6.68. (5) Drug 1: CC1CCC2CC(C(=CC=CC=CC(CC(C(=O)C(C(C(=CC(C(=O)CC(OC(=O)C3CCCCN3C(=O)C(=O)C1(O2)O)C(C)CC4CCC(C(C4)OC)OCCO)C)C)O)OC)C)C)C)OC. Synergy scores: CSS=30.1, Synergy_ZIP=-6.80, Synergy_Bliss=-0.115, Synergy_Loewe=-4.70, Synergy_HSA=0.559. Cell line: MDA-MB-435. Drug 2: C1CCC(C(C1)N)N.C(=O)(C(=O)[O-])[O-].[Pt+4]. (6) Drug 1: CC1CCC2CC(C(=CC=CC=CC(CC(C(=O)C(C(C(=CC(C(=O)CC(OC(=O)C3CCCCN3C(=O)C(=O)C1(O2)O)C(C)CC4CCC(C(C4)OC)OCCO)C)C)O)OC)C)C)C)OC. Drug 2: CN(CC1=CN=C2C(=N1)C(=NC(=N2)N)N)C3=CC=C(C=C3)C(=O)NC(CCC(=O)O)C(=O)O. Cell line: BT-549. Synergy scores: CSS=11.5, Synergy_ZIP=-4.29, Synergy_Bliss=-0.288, Synergy_Loewe=-10.3, Synergy_HSA=-1.05. (7) Drug 1: CC1=CC2C(CCC3(C2CCC3(C(=O)C)OC(=O)C)C)C4(C1=CC(=O)CC4)C. Drug 2: CC1C(C(CC(O1)OC2CC(CC3=C2C(=C4C(=C3O)C(=O)C5=CC=CC=C5C4=O)O)(C(=O)C)O)N)O. Cell line: HL-60(TB). Synergy scores: CSS=39.9, Synergy_ZIP=2.16, Synergy_Bliss=1.82, Synergy_Loewe=-43.2, Synergy_HSA=0.0242. (8) Drug 1: CC1=C2C(C(=O)C3(C(CC4C(C3C(C(C2(C)C)(CC1OC(=O)C(C(C5=CC=CC=C5)NC(=O)OC(C)(C)C)O)O)OC(=O)C6=CC=CC=C6)(CO4)OC(=O)C)OC)C)OC. Cell line: SF-268. Drug 2: CC1C(C(CC(O1)OC2CC(CC3=C2C(=C4C(=C3O)C(=O)C5=C(C4=O)C(=CC=C5)OC)O)(C(=O)C)O)N)O.Cl. Synergy scores: CSS=32.7, Synergy_ZIP=-7.64, Synergy_Bliss=-7.65, Synergy_Loewe=-13.8, Synergy_HSA=-4.68. (9) Drug 1: CC1C(C(CC(O1)OC2CC(CC3=C2C(=C4C(=C3O)C(=O)C5=C(C4=O)C(=CC=C5)OC)O)(C(=O)C)O)N)O.Cl. Drug 2: C1C(C(OC1N2C=NC3=C(N=C(N=C32)Cl)N)CO)O. Cell line: MALME-3M. Synergy scores: CSS=9.36, Synergy_ZIP=-5.10, Synergy_Bliss=-6.45, Synergy_Loewe=-12.1, Synergy_HSA=-8.46. (10) Drug 1: CC1OCC2C(O1)C(C(C(O2)OC3C4COC(=O)C4C(C5=CC6=C(C=C35)OCO6)C7=CC(=C(C(=C7)OC)O)OC)O)O. Drug 2: CN(C)N=NC1=C(NC=N1)C(=O)N. Cell line: RXF 393. Synergy scores: CSS=32.2, Synergy_ZIP=-3.76, Synergy_Bliss=6.48, Synergy_Loewe=-14.0, Synergy_HSA=7.14.